This data is from Catalyst prediction with 721,799 reactions and 888 catalyst types from USPTO. The task is: Predict which catalyst facilitates the given reaction. (1) Reactant: [C:1]([O:5][C:6](=[O:34])[CH2:7][O:8][C:9]1[C:18]2[CH2:17][CH2:16][CH2:15][C@@H:14]([NH:19][S:20]([C:23]3[CH:28]=[C:27]([C:29]([F:32])([F:31])[F:30])[CH:26]=[C:25]([Br:33])[CH:24]=3)(=[O:22])=[O:21])[C:13]=2[CH:12]=[CH:11][CH:10]=1)([CH3:4])([CH3:3])[CH3:2].[C:35](=O)([O-])[O-].[K+].[K+].CI. Product: [C:1]([O:5][C:6](=[O:34])[CH2:7][O:8][C:9]1[C:18]2[CH2:17][CH2:16][CH2:15][C@@H:14]([N:19]([S:20]([C:23]3[CH:28]=[C:27]([C:29]([F:30])([F:31])[F:32])[CH:26]=[C:25]([Br:33])[CH:24]=3)(=[O:22])=[O:21])[CH3:35])[C:13]=2[CH:12]=[CH:11][CH:10]=1)([CH3:4])([CH3:2])[CH3:3]. The catalyst class is: 10. (2) Reactant: C([O:3][C:4](=[O:35])[CH2:5][O:6][CH:7]([C:21]1[CH:26]=[CH:25][CH:24]=[C:23]([F:27])[C:22]=1[C:28]1[CH:33]=[CH:32][CH:31]=[C:30]([CH3:34])[CH:29]=1)[CH:8]1[O:13][CH2:12][CH2:11][N:10]([C:14]([O:16][C:17]([CH3:20])([CH3:19])[CH3:18])=[O:15])[CH2:9]1)C.O.[Li+].[OH-]. Product: [C:17]([O:16][C:14]([N:10]1[CH2:11][CH2:12][O:13][CH:8]([CH:7]([C:21]2[CH:26]=[CH:25][CH:24]=[C:23]([F:27])[C:22]=2[C:28]2[CH:33]=[CH:32][CH:31]=[C:30]([CH3:34])[CH:29]=2)[O:6][CH2:5][C:4]([OH:35])=[O:3])[CH2:9]1)=[O:15])([CH3:20])([CH3:19])[CH3:18]. The catalyst class is: 1. (3) Reactant: Cl.[CH3:2][O:3][C:4](=[O:10])[C@@H:5]1[CH2:9][CH2:8][CH2:7][NH:6]1.[N:11]1[C:15]2[CH:16]=[CH:17][CH:18]=[CH:19][C:14]=2[NH:13][C:12]=1[S:20][CH2:21][C:22](O)=[O:23].C(N(CC)CC)C.C(Cl)CCl.C1C=CC2N(O)N=NC=2C=1. Product: [NH:11]1[C:15]2[CH:16]=[CH:17][CH:18]=[CH:19][C:14]=2[N:13]=[C:12]1[S:20][CH2:21][C:22]([N:6]1[CH2:7][CH2:8][CH2:9][C@H:5]1[C:4]([O:3][CH3:2])=[O:10])=[O:23]. The catalyst class is: 3. (4) Reactant: [CH3:1][N:2]1[CH:6]=[CH:5][N:4]=[C:3]1[C:7]([O:9][CH2:10][CH3:11])=[O:8].[N+:12]([O-])([OH:14])=[O:13]. Product: [CH3:1][N:2]1[CH:6]=[C:5]([N+:12]([O-:14])=[O:13])[N:4]=[C:3]1[C:7]([O:9][CH2:10][CH3:11])=[O:8]. The catalyst class is: 82. (5) Reactant: [CH2:1]([O:3][C:4](=[O:19])[C:5]1[CH:10]=[C:9]([C:11]2[CH:16]=[CH:15][C:14]([CH3:17])=[CH:13][N:12]=2)[CH:8]=[C:7](I)[CH:6]=1)[CH3:2].[CH:20]([C:23]1[N:24]=[N:25][S:26][CH:27]=1)([CH3:22])[CH3:21].C([O-])(=O)C.[K+]. Product: [CH2:1]([O:3][C:4](=[O:19])[C:5]1[CH:10]=[C:9]([C:11]2[CH:16]=[CH:15][C:14]([CH3:17])=[CH:13][N:12]=2)[CH:8]=[C:7]([C:27]2[S:26][N:25]=[N:24][C:23]=2[CH:20]([CH3:22])[CH3:21])[CH:6]=1)[CH3:2]. The catalyst class is: 394. (6) Reactant: Cl.[CH3:2][S:3]([C:6]1[CH:11]=[CH:10][C:9]([CH2:12][NH2:13])=[CH:8][CH:7]=1)(=[O:5])=[O:4].[CH:14]1([CH:19]=O)[CH2:18][CH2:17][CH2:16][CH2:15]1.[CH2:21]1[C:29]2[C:24](=[CH:25][CH:26]=[CH:27][CH:28]=2)[CH2:23][CH:22]1[C@@H:30]([NH:34][C:35]([O:37]C(C)(C)C)=O)[C:31]([OH:33])=O.C(N(C(C)C)CC)(C)C.ClC1C=CC([N+]#[C-])=CC=1.C(Cl)(=O)C.C(=O)(O)[O-].[Na+]. Product: [CH:14]1([C@H:19]2[N:13]([CH2:12][C:9]3[CH:10]=[CH:11][C:6]([S:3]([CH3:2])(=[O:4])=[O:5])=[CH:7][CH:8]=3)[C:31](=[O:33])[C@@H:30]([CH:22]3[CH2:21][C:29]4[C:24](=[CH:25][CH:26]=[CH:27][CH:28]=4)[CH2:23]3)[NH:34][C:35]2=[O:37])[CH2:18][CH2:17][CH2:16][CH2:15]1. The catalyst class is: 254. (7) Reactant: Cl[C:2]1[N:7]=[C:6]([NH:8][C:9]2[CH:14]=[CH:13][C:12]([O:15][CH3:16])=[C:11]([Cl:17])[CH:10]=2)[N:5]=[C:4]([NH:18][CH:19]2[CH2:25][CH2:24][CH2:23][CH2:22][CH2:21][CH2:20]2)[N:3]=1.C(=O)([O-])[O-].[K+].[K+].[CH3:32][C:33]([C:35]1[CH:40]=[CH:39][C:38]([OH:41])=[C:37]([Cl:42])[CH:36]=1)=[O:34]. Product: [Cl:42][C:37]1[CH:36]=[C:35]([C:33](=[O:34])[CH3:32])[CH:40]=[CH:39][C:38]=1[O:41][C:2]1[N:7]=[C:6]([NH:8][C:9]2[CH:14]=[CH:13][C:12]([O:15][CH3:16])=[C:11]([Cl:17])[CH:10]=2)[N:5]=[C:4]([NH:18][CH:19]2[CH2:25][CH2:24][CH2:23][CH2:22][CH2:21][CH2:20]2)[N:3]=1. The catalyst class is: 35. (8) Reactant: C([O:4][CH2:5][C:6]([CH3:47])([CH3:46])[CH2:7][N:8]1[C:14]2[CH:15]=[CH:16][C:17]([Cl:19])=[CH:18][C:13]=2[C@@H:12]([C:20]2[CH:25]=[CH:24][CH:23]=[C:22]([O:26][CH3:27])[C:21]=2[O:28][CH3:29])[O:11][C@H:10]([CH2:30][C:31]([NH:33][C:34]2[CH:44]=[CH:43][C:37]([C:38]([O:40]CC)=[O:39])=[CH:36][CH:35]=2)=[O:32])[C:9]1=[O:45])(=O)C.[OH-].[Na+].C(O)C. Product: [Cl:19][C:17]1[CH:16]=[CH:15][C:14]2[N:8]([CH2:7][C:6]([CH3:47])([CH3:46])[CH2:5][OH:4])[C:9](=[O:45])[C@@H:10]([CH2:30][C:31]([NH:33][C:34]3[CH:44]=[CH:43][C:37]([C:38]([OH:40])=[O:39])=[CH:36][CH:35]=3)=[O:32])[O:11][C@H:12]([C:20]3[CH:25]=[CH:24][CH:23]=[C:22]([O:26][CH3:27])[C:21]=3[O:28][CH3:29])[C:13]=2[CH:18]=1. The catalyst class is: 6.